From a dataset of Full USPTO retrosynthesis dataset with 1.9M reactions from patents (1976-2016). Predict the reactants needed to synthesize the given product. (1) Given the product [Cl:18][C:11]1[CH:10]=[C:9](/[CH:8]=[C:4]2/[C:5](=[O:7])[N:6]3[CH:20]=[C:21]([C:23]4[CH:28]=[CH:27][C:26]([N:29]([CH3:31])[CH3:30])=[CH:25][CH:24]=4)[N:1]=[C:2]3[S:3]/2)[CH:14]=[C:13]([O:15][CH3:16])[C:12]=1[OH:17], predict the reactants needed to synthesize it. The reactants are: [NH2:1][C:2]1[S:3]/[C:4](=[CH:8]\[C:9]2[CH:14]=[C:13]([O:15][CH3:16])[C:12]([OH:17])=[C:11]([Cl:18])[CH:10]=2)/[C:5](=[O:7])[N:6]=1.Br[CH2:20][C:21]([C:23]1[CH:28]=[CH:27][C:26]([N:29]([CH3:31])[CH3:30])=[CH:25][CH:24]=1)=O. (2) Given the product [CH3:12][O:11][C:3]1[CH:4]=[C:5]([N+:8]([O-:10])=[O:9])[CH:6]=[CH:7][C:2]=1[C:14]([F:19])([F:18])[F:13], predict the reactants needed to synthesize it. The reactants are: Br[C:2]1[CH:7]=[CH:6][C:5]([N+:8]([O-:10])=[O:9])=[CH:4][C:3]=1[O:11][CH3:12].[F:13][C:14]([F:19])([F:18])C([O-])=O.[K+].C1(C)C=CC=CC=1. (3) Given the product [C:1]([N:4]1[C:13]2[C:8](=[CH:9][C:10]([C:14]([O:16][CH2:17][CH3:18])=[O:15])=[CH:11][CH:12]=2)[C@H:7]([NH:19][C:25]2[CH:30]=[CH:29][N:28]=[C:27]([CH3:31])[N:26]=2)[C@@H:6]([CH3:20])[C@@H:5]1[CH:21]1[CH2:22][CH2:23]1)(=[O:3])[CH3:2], predict the reactants needed to synthesize it. The reactants are: [C:1]([N:4]1[C:13]2[C:8](=[CH:9][C:10]([C:14]([O:16][CH2:17][CH3:18])=[O:15])=[CH:11][CH:12]=2)[C@H:7]([NH2:19])[C@@H:6]([CH3:20])[C@@H:5]1[CH:21]1[CH2:23][CH2:22]1)(=[O:3])[CH3:2].Cl[C:25]1[CH:30]=[CH:29][N:28]=[C:27]([CH3:31])[N:26]=1.CCN(C(C)C)C(C)C. (4) The reactants are: C[O:2][C:3]([C:5]1[CH:10]=[CH:9][C:8]([N:11]([CH3:32])[C:12]([C:14]2[CH:18]=[C:17]([NH:19][C:20](=[O:30])[C:21]3[CH:26]=[C:25]([F:27])[C:24]([F:28])=[CH:23][C:22]=3[Cl:29])[N:16](C)[N:15]=2)=[O:13])=[CH:7][CH:6]=1)=[O:4].[OH-].[Na+].Cl. Given the product [C:3]([C:5]1[CH:6]=[CH:7][C:8]([N:11]([CH3:32])[C:12]([C:14]2[CH:18]=[C:17]([NH:19][C:20](=[O:30])[C:21]3[CH:26]=[C:25]([F:27])[C:24]([F:28])=[CH:23][C:22]=3[Cl:29])[NH:16][N:15]=2)=[O:13])=[CH:9][CH:10]=1)([OH:4])=[O:2], predict the reactants needed to synthesize it.